This data is from Aqueous solubility values for 9,982 compounds from the AqSolDB database. The task is: Regression/Classification. Given a drug SMILES string, predict its absorption, distribution, metabolism, or excretion properties. Task type varies by dataset: regression for continuous measurements (e.g., permeability, clearance, half-life) or binary classification for categorical outcomes (e.g., BBB penetration, CYP inhibition). For this dataset (solubility_aqsoldb), we predict Y. The molecule is O=C(O)CCCCCC(=O)O. The Y is -0.506 log mol/L.